Regression/Classification. Given a drug SMILES string, predict its absorption, distribution, metabolism, or excretion properties. Task type varies by dataset: regression for continuous measurements (e.g., permeability, clearance, half-life) or binary classification for categorical outcomes (e.g., BBB penetration, CYP inhibition). Dataset: cyp3a4_veith. From a dataset of CYP3A4 inhibition data for predicting drug metabolism from PubChem BioAssay. (1) The compound is Cc1ccc(SCc2[nH]nc3c2C(C(C)C)C(C#N)=C(N)O3)cc1. The result is 0 (non-inhibitor). (2) The result is 1 (inhibitor). The compound is O=C(Nc1ccc2c(c1)OCCO2)c1cccc2nc3ccccc3nc12. (3) The drug is COc1cccc(-c2nccc(NCc3ccccc3)n2)c1. The result is 1 (inhibitor). (4) The molecule is CN1CCC(=C2c3ccccc3CCc3sccc32)CC1.O=C(O)C[C@@H](O)C(=O)O. The result is 0 (non-inhibitor). (5) The drug is O=C(Nc1ccccc1N1CCOCC1)c1ccc([N+](=O)[O-])cc1. The result is 0 (non-inhibitor). (6) The molecule is NNC(=O)[C@@H](O)[C@H](O)[C@H](O)CO. The result is 0 (non-inhibitor). (7) The molecule is CCOC(=O)C1=C(C)OC(N)=C(C#N)C12C(=O)N(C)c1ccccc12. The result is 1 (inhibitor).